The task is: Predict the product of the given reaction.. This data is from Forward reaction prediction with 1.9M reactions from USPTO patents (1976-2016). (1) Given the reactants C([N:8](CC1C=CC=CC=1)[C:9]1[N:17]=[CH:16][N:15]=[C:14]2[C:10]=1[NH:11][C:12](=[O:33])[N:13]2[C:18]1[CH:19]=[C:20]([N:24]([CH3:32])[C:25](=[O:31])[O:26][C:27]([CH3:30])([CH3:29])[CH3:28])[CH:21]=[CH:22][CH:23]=1)C1C=CC=CC=1.Cl, predict the reaction product. The product is: [NH2:8][C:9]1[N:17]=[CH:16][N:15]=[C:14]2[C:10]=1[NH:11][C:12](=[O:33])[N:13]2[C:18]1[CH:19]=[C:20]([N:24]([CH3:32])[C:25](=[O:31])[O:26][C:27]([CH3:29])([CH3:30])[CH3:28])[CH:21]=[CH:22][CH:23]=1. (2) The product is: [CH2:19]([O:18][C:17](=[O:26])[NH:16][CH2:15][CH2:14][C:13]1[N:10]2[C:2](=[O:1])[C:3]3[NH:4][CH:5]=[N:6][C:7]=3[N:8]([CH2:27][CH2:28][CH2:29][CH2:30][CH3:31])[C:9]2=[N:11][N:12]=1)[C:20]1[CH:25]=[CH:24][CH:23]=[CH:22][CH:21]=1. Given the reactants [O:1]=[C:2]1[NH:10]/[C:9](=[N:11]\[N:12]=[CH:13]/[CH2:14][CH2:15][NH:16][C:17](=[O:26])[O:18][CH2:19][C:20]2[CH:25]=[CH:24][CH:23]=[CH:22][CH:21]=2)/[N:8]([CH2:27][CH2:28][CH2:29][CH2:30][CH3:31])[C:7]2[N:6]=[CH:5][NH:4][C:3]1=2, predict the reaction product. (3) Given the reactants [NH2:1][C:2]1[N:7]([C:8]2[CH:13]=[CH:12][C:11]([O:14][CH3:15])=[CH:10][CH:9]=2)[C:6](SC)=[N:5][C:4](=[O:18])[CH:3]=1.[NH2:19][C:20]1[CH:25]=[CH:24][CH:23]=[CH:22][CH:21]=1.[K+].[Br-], predict the reaction product. The product is: [NH2:1][C:2]1[N:7]([C:8]2[CH:13]=[CH:12][C:11]([O:14][CH3:15])=[CH:10][CH:9]=2)[C:6]([NH:19][C:20]2[CH:25]=[CH:24][CH:23]=[CH:22][CH:21]=2)=[N:5][C:4](=[O:18])[CH:3]=1. (4) Given the reactants [CH2:1]([O:8][C:9]1[CH:21]=[CH:20][C:12]([CH:13]=[C:14]2[CH2:19][CH2:18][NH:17][CH2:16][CH2:15]2)=[CH:11][CH:10]=1)[C:2]1[CH:7]=[CH:6][CH:5]=[CH:4][CH:3]=1.Br[C:23]1[CH:28]=[CH:27][C:26]([O:29][CH:30]2[CH2:35][CH2:34][CH2:33][CH2:32][O:31]2)=[CH:25][CH:24]=1.CC(C)([O-])C.[Na+].F[B-](F)(F)F.C(P(C(C)(C)C)C(C)(C)C)(C)(C)C, predict the reaction product. The product is: [CH2:1]([O:8][C:9]1[CH:21]=[CH:20][C:12]([CH:13]=[C:14]2[CH2:19][CH2:18][N:17]([C:23]3[CH:28]=[CH:27][C:26]([O:29][CH:30]4[CH2:35][CH2:34][CH2:33][CH2:32][O:31]4)=[CH:25][CH:24]=3)[CH2:16][CH2:15]2)=[CH:11][CH:10]=1)[C:2]1[CH:3]=[CH:4][CH:5]=[CH:6][CH:7]=1. (5) Given the reactants [Br:1][C:2]1[C:9]([OH:10])=[C:8]([O:11][CH3:12])[CH:7]=[CH:6][C:3]=1[CH:4]=[O:5].Br[CH2:14][CH2:15][CH2:16][O:17][CH2:18][C:19]1[CH:24]=[CH:23][CH:22]=[CH:21][CH:20]=1.C(=O)([O-])[O-].[Cs+].[Cs+], predict the reaction product. The product is: [CH2:18]([O:17][CH2:16][CH2:15][CH2:14][O:10][C:9]1[C:2]([Br:1])=[C:3]([CH:6]=[CH:7][C:8]=1[O:11][CH3:12])[CH:4]=[O:5])[C:19]1[CH:24]=[CH:23][CH:22]=[CH:21][CH:20]=1.